Dataset: NCI-60 drug combinations with 297,098 pairs across 59 cell lines. Task: Regression. Given two drug SMILES strings and cell line genomic features, predict the synergy score measuring deviation from expected non-interaction effect. (1) Drug 1: C1CCC(C1)C(CC#N)N2C=C(C=N2)C3=C4C=CNC4=NC=N3. Drug 2: CCC1(CC2CC(C3=C(CCN(C2)C1)C4=CC=CC=C4N3)(C5=C(C=C6C(=C5)C78CCN9C7C(C=CC9)(C(C(C8N6C)(C(=O)OC)O)OC(=O)C)CC)OC)C(=O)OC)O.OS(=O)(=O)O. Cell line: OVCAR-4. Synergy scores: CSS=25.0, Synergy_ZIP=-7.07, Synergy_Bliss=-2.97, Synergy_Loewe=-30.5, Synergy_HSA=-3.34. (2) Drug 1: CC1=C(C(CCC1)(C)C)C=CC(=CC=CC(=CC(=O)O)C)C. Drug 2: C1C(C(OC1N2C=NC3=C2NC=NCC3O)CO)O. Cell line: RXF 393. Synergy scores: CSS=-4.07, Synergy_ZIP=5.73, Synergy_Bliss=-1.28, Synergy_Loewe=-3.38, Synergy_HSA=-2.39.